This data is from Catalyst prediction with 721,799 reactions and 888 catalyst types from USPTO. The task is: Predict which catalyst facilitates the given reaction. Product: [Cl:17][C:11]1[N:12]=[CH:13][C:14]2[C:9]([CH:10]=1)=[C:8]1[C:7](=[CH:16][CH:15]=2)[C:6]2[C:19](=[O:21])[NH:2][O:3][CH2:4][C:5]=2[NH:18]1. Reactant: Cl.[NH2:2][O:3][CH2:4][C:5]1[NH:18][C:8]2=[C:9]3[C:14](=[CH:15][CH:16]=[C:7]2[C:6]=1[C:19]([OH:21])=O)[CH:13]=[N:12][C:11]([Cl:17])=[CH:10]3.C1C=CC2N(O)N=NC=2C=1.O.CN(C)CCCN=C=NCC. The catalyst class is: 3.